From a dataset of Peptide-MHC class II binding affinity with 134,281 pairs from IEDB. Regression. Given a peptide amino acid sequence and an MHC pseudo amino acid sequence, predict their binding affinity value. This is MHC class II binding data. (1) The peptide sequence is LQMVGMRRPQQGASG. The MHC is DRB1_0401 with pseudo-sequence DRB1_0401. The binding affinity (normalized) is 0.110. (2) The peptide sequence is KTLILLETFVRVNPD. The MHC is H-2-IAb with pseudo-sequence H-2-IAb. The binding affinity (normalized) is 0. (3) The peptide sequence is ACMLDGGNMLETIKV. The MHC is DRB1_0101 with pseudo-sequence DRB1_0101. The binding affinity (normalized) is 0.455. (4) The peptide sequence is TPEKEEPTAAPAEPE. The MHC is DRB1_0101 with pseudo-sequence DRB1_0101. The binding affinity (normalized) is 0. (5) The peptide sequence is GRIQDLEKYVEDTKI. The MHC is DRB1_0901 with pseudo-sequence DRB1_0901. The binding affinity (normalized) is 0.0751. (6) The peptide sequence is HLCGGHLVEAL. The MHC is HLA-DQA10102-DQB10604 with pseudo-sequence HLA-DQA10102-DQB10604. The binding affinity (normalized) is 0. (7) The peptide sequence is IREDLAVAGVTLVPI. The MHC is DRB1_0101 with pseudo-sequence DRB1_0101. The binding affinity (normalized) is 0.530. (8) The peptide sequence is LGQQQPFPPQ. The MHC is HLA-DQA10501-DQB10201 with pseudo-sequence HLA-DQA10501-DQB10201. The binding affinity (normalized) is 0. (9) The peptide sequence is HLGKLELDFNYCEGT. The MHC is DRB1_0101 with pseudo-sequence DRB1_0101. The binding affinity (normalized) is 0.191. (10) The peptide sequence is ILPIAEMSVVAMEFG. The MHC is HLA-DPA10201-DPB11401 with pseudo-sequence HLA-DPA10201-DPB11401. The binding affinity (normalized) is 0.162.